From a dataset of Reaction yield outcomes from USPTO patents with 853,638 reactions. Predict the reaction yield, written as a fraction of the theoretical maximum amount of product (1.0 means a 100% yield; for example, 0.34 means a 34% yield). (1) The reactants are [CH2:1]([O:4][C:5](=[O:17])[C:6]([C:9]1[CH:14]=[C:13]([Br:15])[CH:12]=[CH:11][C:10]=1[F:16])=[N+]=[N-])[CH:2]=[CH2:3]. The catalyst is C(Cl)Cl.CCCCCCCC([O-])=O.CCCCCCCC([O-])=O.CCCCCCCC([O-])=O.CCCCCCCC([O-])=O.[Rh+2].[Rh+2]. The product is [Br:15][C:13]1[CH:12]=[CH:11][C:10]([F:16])=[C:9]([C:6]23[CH2:3][CH:2]2[CH2:1][O:4][C:5]3=[O:17])[CH:14]=1. The yield is 0.850. (2) The reactants are C([N-]C(C)C)(C)C.[Li+].[C:9]([O:12][CH2:13][CH3:14])(=[O:11])[CH3:10].CON(C)[C:18]([C:20]1[CH:21]=[C:22]2[C:27](=[CH:28][CH:29]=1)[N:26]=[CH:25][CH:24]=[N:23]2)=[O:19].[Cl-].[NH4+]. The catalyst is O1CCCC1.CCCCCCC.O1CCCC1.O. The product is [CH2:13]([O:12][C:9](=[O:11])[CH2:10][C:18](=[O:19])[C:20]1[CH:21]=[C:22]2[C:27](=[CH:28][CH:29]=1)[N:26]=[CH:25][CH:24]=[N:23]2)[CH3:14]. The yield is 0.530. (3) The reactants are [CH2:1](O)[CH:2]=[CH2:3].O[O:6][S:7]([O-:9])=O.[K+].[CH3:11][C:12]([CH3:14])=O. The catalyst is O. The product is [CH2:1]([S:7]([CH2:14][CH:12]=[CH2:11])(=[O:9])=[O:6])[CH:2]=[CH2:3]. The yield is 0.720. (4) The reactants are [Br:1][C:2]1[CH:9]=[CH:8][C:5]([CH:6]=O)=[CH:4][CH:3]=1.[CH3:10][C@H:11]1[O:16][C@@H:15]([CH3:17])[CH2:14][NH:13][CH2:12]1.[BH-](OC(C)=O)(OC(C)=O)OC(C)=O.[Na+].CC(O)=O. The catalyst is ClCCCl. The product is [Br:1][C:2]1[CH:9]=[CH:8][C:5]([CH2:6][N:13]2[CH2:12][C@H:11]([CH3:10])[O:16][C@H:15]([CH3:17])[CH2:14]2)=[CH:4][CH:3]=1. The yield is 1.00. (5) The reactants are [Cl:1][C:2]1[N:3]=[C:4]([N:17]2[CH2:22][CH2:21][O:20][CH2:19][CH2:18]2)[C:5]2[O:10][C:9]3[N:11]=[CH:12][C:13]([CH:15]=O)=[CH:14][C:8]=3[C:6]=2[N:7]=1.[N:23]1([CH2:29][CH2:30][C:31]#[N:32])[CH2:28][CH2:27][NH:26][CH2:25][CH2:24]1.[BH-](OC(C)=O)(OC(C)=O)OC(C)=O.[Na+].[BH3-]C#N.[Na+]. The catalyst is C(Cl)Cl.CO. The product is [Cl:1][C:2]1[N:3]=[C:4]([N:17]2[CH2:22][CH2:21][O:20][CH2:19][CH2:18]2)[C:5]2[O:10][C:9]3[N:11]=[CH:12][C:13]([CH2:15][N:26]4[CH2:27][CH2:28][N:23]([CH2:29][CH2:30][C:31]#[N:32])[CH2:24][CH2:25]4)=[CH:14][C:8]=3[C:6]=2[N:7]=1. The yield is 0.450. (6) The reactants are [K+].[N:2]1[CH:7]=[CH:6][C:5]([NH:8][C:9]2[C:17]3[C:12](=[CH:13][CH:14]=[CH:15][CH:16]=3)[NH:11][C:10]=2[C:18]([O-:20])=[O:19])=[CH:4][CH:3]=1.Cl[CH2:22][N:23]1[CH2:28][CH2:27][CH2:26][CH2:25][C:24]1=[O:29]. The catalyst is C1COCC1. The product is [O:29]=[C:24]1[CH2:25][CH2:26][CH2:27][CH2:28][N:23]1[CH2:22][O:19][C:18]([C:10]1[NH:11][C:12]2[C:17]([C:9]=1[NH:8][C:5]1[CH:6]=[CH:7][N:2]=[CH:3][CH:4]=1)=[CH:16][CH:15]=[CH:14][CH:13]=2)=[O:20]. The yield is 0.260. (7) The reactants are [Cl:1][C:2]1[CH:3]=[C:4]([C:8]2[C:12]([C:13](O)=[O:14])=[C:11]([CH3:16])[O:10][N:9]=2)[CH:5]=[CH:6][CH:7]=1.C(N(CC)CC)C.C(OC(Cl)=O)C.[BH4-].[Na+]. The catalyst is C1COCC1.O.[OH-].[Na+]. The product is [Cl:1][C:2]1[CH:3]=[C:4]([C:8]2[C:12]([CH2:13][OH:14])=[C:11]([CH3:16])[O:10][N:9]=2)[CH:5]=[CH:6][CH:7]=1. The yield is 0.780. (8) The reactants are [NH2:1][C:2]1[C:7]([OH:8])=[CH:6][C:5]([Br:9])=[CH:4][N:3]=1.Cl.Cl[CH2:12][C:13]1[CH:18]=[CH:17][CH:16]=[CH:15][N:14]=1.C([O-])([O-])=O.[K+].[K+].[Na+].[I-]. The catalyst is CC(C)=O.O. The product is [Br:9][C:5]1[CH:6]=[C:7]([O:8][CH2:12][C:13]2[CH:18]=[CH:17][CH:16]=[CH:15][N:14]=2)[C:2]([NH2:1])=[N:3][CH:4]=1. The yield is 0.270.